Dataset: Reaction yield outcomes from USPTO patents with 853,638 reactions. Task: Predict the reaction yield, written as a fraction of the theoretical maximum amount of product (1.0 means a 100% yield; for example, 0.34 means a 34% yield). (1) The reactants are [CH2:1]([O:3][C:4]1([C:7]2[CH:12]=[CH:11][C:10]([C:13]#[C:14][C:15]3[CH:25]=[CH:24][C:18]([C:19]([O:21]CC)=[O:20])=[CH:17][CH:16]=3)=[CH:9][C:8]=2[CH:26]([CH3:28])[CH3:27])[CH2:6][CH2:5]1)[CH3:2].[OH-].[Na+]. The catalyst is C(O)C.O1CCCC1. The product is [CH2:1]([O:3][C:4]1([C:7]2[CH:12]=[CH:11][C:10]([C:13]#[C:14][C:15]3[CH:16]=[CH:17][C:18]([C:19]([OH:21])=[O:20])=[CH:24][CH:25]=3)=[CH:9][C:8]=2[CH:26]([CH3:27])[CH3:28])[CH2:6][CH2:5]1)[CH3:2]. The yield is 0.920. (2) The reactants are [C:1]([O:10]C)(=O)[C:2]1[C:3](=[CH:5][CH:6]=[CH:7][CH:8]=1)[SH:4].[CH2:12]([S:16][C:17]1[CH:22]=[CH:21][C:20]([C:23]#[N:24])=[CH:19][N:18]=1)[CH:13]([CH3:15])[CH3:14].C(N(CC)CC)C. The catalyst is C1(C)C=CC=CC=1. The product is [CH2:12]([S:16][C:17]1[N:18]=[CH:19][C:20]([C:23]2[S:4][C:3]3[CH:5]=[CH:6][CH:7]=[CH:8][C:2]=3[C:1](=[O:10])[N:24]=2)=[CH:21][CH:22]=1)[CH:13]([CH3:15])[CH3:14]. The yield is 0.230. (3) The reactants are [O:1]([CH2:8][C:9]1[CH:14]=[CH:13][C:12]([CH2:15][C:16](Cl)=[N:17][OH:18])=[CH:11][CH:10]=1)[C:2]1[CH:7]=[CH:6][CH:5]=[CH:4][CH:3]=1.[C:20]([C:22]1[C:23]([NH2:29])=[N:24][C:25]([NH2:28])=[CH:26][CH:27]=1)#[CH:21].C(N(CC)CC)C. The catalyst is O1CCCC1. The product is [O:1]([CH2:8][C:9]1[CH:14]=[CH:13][C:12]([CH2:15][C:16]2[CH:21]=[C:20]([C:22]3[C:23]([NH2:29])=[N:24][C:25]([NH2:28])=[CH:26][CH:27]=3)[O:18][N:17]=2)=[CH:11][CH:10]=1)[C:2]1[CH:7]=[CH:6][CH:5]=[CH:4][CH:3]=1. The yield is 0.220. (4) The reactants are [N+](C1C=NC=CC=1O)([O-])=O.[N+:11]([C:14]1[CH:15]=[N:16][CH:17]=[CH:18][C:19]=1[O:20][CH2:21][CH2:22][CH2:23][CH:24]=[CH2:25])([O-])=O. No catalyst specified. The product is [CH2:21]([O:20][C:19]1[CH:18]=[CH:17][N:16]=[CH:15][C:14]=1[NH2:11])[CH2:22][CH2:23][CH:24]=[CH2:25]. The yield is 0.600. (5) The reactants are [NH:1]1[C:5]2=[N:6][CH:7]=[CH:8][CH:9]=[C:4]2[C:3]([C:10]([C:12]2[CH:13]=[N:14][C:15]([NH:18][CH2:19][C:20]3[CH:25]=[CH:24][C:23]([C:26]([F:29])([F:28])[F:27])=[CH:22][CH:21]=3)=[CH:16][CH:17]=2)=[O:11])=[CH:2]1.[BH4-].[Na+].O. The catalyst is CN(C)C=O.C(O)C. The product is [NH:1]1[C:5]2=[N:6][CH:7]=[CH:8][CH:9]=[C:4]2[C:3]([CH:10]([C:12]2[CH:13]=[N:14][C:15]([NH:18][CH2:19][C:20]3[CH:25]=[CH:24][C:23]([C:26]([F:27])([F:29])[F:28])=[CH:22][CH:21]=3)=[CH:16][CH:17]=2)[OH:11])=[CH:2]1. The yield is 0.300.